Dataset: Forward reaction prediction with 1.9M reactions from USPTO patents (1976-2016). Task: Predict the product of the given reaction. (1) Given the reactants [CH:1]1([C:4]2([OH:14])[CH2:13][CH2:12][C:7]3(OCC[O:8]3)[CH2:6][CH2:5]2)[CH2:3][CH2:2]1.O.Cl, predict the reaction product. The product is: [CH:1]1([C:4]2([OH:14])[CH2:13][CH2:12][C:7](=[O:8])[CH2:6][CH2:5]2)[CH2:3][CH2:2]1. (2) Given the reactants [CH2:1]([N:3]1[C:7](=[O:8])[CH:6]=[C:5]([C:9]2[CH:10]=[C:11]([CH:14]=[CH:15][CH:16]=2)[C:12]#[N:13])[NH:4]1)[CH3:2].C(=O)([O-])[O-].[Cs+].[Cs+].Cl.CN(C)CC(O)=O.Br[C:32]1[CH:37]=[CH:36][C:35]([CH:38]([CH3:40])[CH3:39])=[CH:34][CH:33]=1, predict the reaction product. The product is: [CH2:1]([N:3]1[C:7]([O:8][C:32]2[CH:37]=[CH:36][C:35]([CH:38]([CH3:40])[CH3:39])=[CH:34][CH:33]=2)=[CH:6][C:5]([C:9]2[CH:10]=[C:11]([CH:14]=[CH:15][CH:16]=2)[C:12]#[N:13])=[N:4]1)[CH3:2]. (3) Given the reactants [F:1][C:2]1[CH:7]=[C:6]([S:8][C:9]([F:12])([F:11])[F:10])[CH:5]=[CH:4][C:3]=1[N:13]([CH3:23])[C:14]([NH:16][CH2:17][CH:18]1[CH2:22][CH2:21][CH2:20][O:19]1)=[O:15].C(N(C(C)C)CC)(C)C.[F:33][C:34]1[CH:42]=[CH:41][CH:40]=[C:39]([F:43])[C:35]=1[C:36](Cl)=[O:37].C(OC)(C)(C)C, predict the reaction product. The product is: [F:33][C:34]1[CH:42]=[CH:41][CH:40]=[C:39]([F:43])[C:35]=1[C:36]([N:16]([CH2:17][CH:18]1[CH2:22][CH2:21][CH2:20][O:19]1)[C:14]([N:13]([C:3]1[CH:4]=[CH:5][C:6]([S:8][C:9]([F:12])([F:11])[F:10])=[CH:7][C:2]=1[F:1])[CH3:23])=[O:15])=[O:37]. (4) Given the reactants Cl.Cl.[NH:3]1[C:11]2[C:6](=[CH:7][C:8]([C:12]3[C:20]4[C:19]([NH2:21])=[N:18][CH:17]=[N:16][C:15]=4[N:14]([CH3:22])[CH:13]=3)=[CH:9][CH:10]=2)[CH2:5][CH2:4]1.CN(C(ON1N=NC2C=CC=NC1=2)=[N+](C)C)C.F[P-](F)(F)(F)(F)F.CCN(C(C)C)C(C)C.[Cl:56][C:57]1[CH:58]=[C:59]([CH2:64][C:65](O)=[O:66])[CH:60]=[C:61]([F:63])[CH:62]=1, predict the reaction product. The product is: [Cl:56][C:57]1[CH:58]=[C:59]([CH2:64][C:65]([N:3]2[C:11]3[C:6](=[CH:7][C:8]([C:12]4[C:20]5[C:19]([NH2:21])=[N:18][CH:17]=[N:16][C:15]=5[N:14]([CH3:22])[CH:13]=4)=[CH:9][CH:10]=3)[CH2:5][CH2:4]2)=[O:66])[CH:60]=[C:61]([F:63])[CH:62]=1. (5) The product is: [Cl:1][C:2]1[CH:3]=[C:4]([F:9])[C:5]([F:8])=[CH:6][C:7]=1[N+:15]([O-:17])=[O:16]. Given the reactants [Cl:1][C:2]1[CH:7]=[CH:6][C:5]([F:8])=[C:4]([F:9])[CH:3]=1.OS(O)(=O)=O.[N+:15]([O-])([OH:17])=[O:16], predict the reaction product.